Dataset: Forward reaction prediction with 1.9M reactions from USPTO patents (1976-2016). Task: Predict the product of the given reaction. (1) Given the reactants Cl.[NH2:2][C:3]1[C:11]([OH:12])=[CH:10][C:6]([C:7]([OH:9])=[O:8])=[C:5]([N+:13]([O-:15])=[O:14])[CH:4]=1.[CH3:16][CH2:17]O, predict the reaction product. The product is: [CH2:16]([O:8][C:7](=[O:9])[C:6]1[CH:10]=[C:11]([OH:12])[C:3]([NH2:2])=[CH:4][C:5]=1[N+:13]([O-:15])=[O:14])[CH3:17]. (2) The product is: [Cl:1][C:2]1[CH:10]=[CH:9][C:5]([C:6](=[O:7])[NH:61][CH2:60][C:59]2[CH:62]=[CH:63][CH:64]=[C:57]([Cl:56])[CH:58]=2)=[CH:4][C:3]=1[NH:11][C:12]([C:14]1[C:15](=[O:31])[NH:16][C:17]2[C:22]([CH:23]=1)=[CH:21][C:20]([O:24][CH2:25][CH2:26][O:27][CH3:28])=[C:19]([O:29][CH3:30])[CH:18]=2)=[O:13]. Given the reactants [Cl:1][C:2]1[CH:10]=[CH:9][C:5]([C:6](O)=[O:7])=[CH:4][C:3]=1[NH:11][C:12]([C:14]1[C:15](=[O:31])[NH:16][C:17]2[C:22]([CH:23]=1)=[CH:21][C:20]([O:24][CH2:25][CH2:26][O:27][CH3:28])=[C:19]([O:29][CH3:30])[CH:18]=2)=[O:13].CN(C(ON1N=NC2C=CC=NC1=2)=[N+](C)C)C.F[P-](F)(F)(F)(F)F.[Cl:56][C:57]1[CH:58]=[C:59]([CH:62]=[CH:63][CH:64]=1)[CH2:60][NH2:61].C(=O)(O)[O-].[Na+], predict the reaction product.